Dataset: CYP1A2 inhibition data for predicting drug metabolism from PubChem BioAssay. Task: Regression/Classification. Given a drug SMILES string, predict its absorption, distribution, metabolism, or excretion properties. Task type varies by dataset: regression for continuous measurements (e.g., permeability, clearance, half-life) or binary classification for categorical outcomes (e.g., BBB penetration, CYP inhibition). Dataset: cyp1a2_veith. The compound is CCN(CC)S(=O)(=O)N1CCC(C(=O)NC2CCCC2)CC1. The result is 0 (non-inhibitor).